Dataset: Drug-target binding data from BindingDB using IC50 measurements. Task: Regression. Given a target protein amino acid sequence and a drug SMILES string, predict the binding affinity score between them. We predict pIC50 (pIC50 = -log10(IC50 in M); higher means more potent). Dataset: bindingdb_ic50. (1) The small molecule is c1cc(-c2cnn3cc(-c4ccc(OCCN5CCCCC5)cc4)cnc23)ccn1. The target protein (P36895) has sequence MTQLYTYIRLLGACLFIISHVQGQNLDSMLHGTGMKSDLDQKKPENGVTLAPEDTLPFLKCYCSGHCPDDAINNTCITNGHCFAIIEEDDQGETTLTSGCMKYEGSDFQCKDSPKAQLRRTIECCRTNLCNQYLQPTLPPVVIGPFFDGSIRWLVVLISMAVCIVAMIIFSSCFCYKHYCKSISSRGRYNRDLEQDEAFIPVGESLKDLIDQSQSSGSGSGLPLLVQRTIAKQIQMVRQVGKGRYGEVWMGKWRGEKVAVKVFFTTEEASWFRETEIYQTVLMRHENILGFIAADIKGTGSWTQLYLITDYHENGSLYDFLKCATLDTRALLKLAYSAACGLCHLHTEIYGTQGKPAIAHRDLKSKNILIKKNGSCCIADLGLAVKFNSDTNEVDIPLNTRVGTKRYMAPEVLDESLNKNHFQPYIMADIYSFGLIIWEMARRCITGGIVEEYQLPYYNMVPSDPSYEDMREVVCVKRLRPIVSNRWNSDECLRAVLKLM.... The pIC50 is 6.7. (2) The compound is CCCC[C@H]1NC(=O)C[C@H]2/C=C/CCSSC[C@@H](NC1=O)C(=O)N[C@H]([C@@H](C)CC)[C@@H](O)CC(=O)O2. The target protein (Q8WUI4) has sequence MDLRVGQRPPVEPPPEPTLLALQRPQRLHHHLFLAGLQQQRSVEPMRLSMDTPMPELQVGPQEQELRQLLHKDKSKRSAVASSVVKQKLAEVILKKQQAALERTVHPNSPGIPYRTLEPLETEGATRSMLSSFLPPVPSLPSDPPEHFPLRKTVSEPNLKLRYKPKKSLERRKNPLLRKESAPPSLRRRPAETLGDSSPSSSSTPASGCSSPNDSEHGPNPILGSEALLGQRLRLQETSVAPFALPTVSLLPAITLGLPAPARADSDRRTHPTLGPRGPILGSPHTPLFLPHGLEPEAGGTLPSRLQPILLLDPSGSHAPLLTVPGLGPLPFHFAQSLMTTERLSGSGLHWPLSRTRSEPLPPSATAPPPPGPMQPRLEQLKTHVQVIKRSAKPSEKPRLRQIPSAEDLETDGGGPGQVVDDGLEHRELGHGQPEARGPAPLQQHPQVLLWEQQRLAGRLPRGSTGDTVLLPLAQGGHRPLSRAQSSPAAPASLSAPEPA.... The pIC50 is 4.6. (3) The drug is CN1CC(C)(COc2ccc(C(=N)N)cc2)Oc2cc(N(Cc3ccccc3)C(=O)CCC(=O)O)ccc21. The target protein (P08514) has sequence MARALCPLQALWLLEWVLLLLGPCAAPPAWALNLDPVQLTFYAGPNGSQFGFSLDFHKDSHGRVAIVVGAPRTLGPSQEETGGVFLCPWRAEGGQCPSLLFDLRDETRNVGSQTLQTFKARQGLGASVVSWSDVIVACAPWQHWNVLEKTEEAEKTPVGSCFLAQPESGRRAEYSPCRGNTLSRIYVENDFSWDKRYCEAGFSSVVTQAGELVLGAPGGYYFLGLLAQAPVADIFSSYRPGILLWHVSSQSLSFDSSNPEYFDGYWGYSVAVGEFDGDLNTTEYVVGAPTWSWTLGAVEILDSYYQRLHRLRGEQMASYFGHSVAVTDVNGDGRHDLLVGAPLYMESRADRKLAEVGRVYLFLQPRGPHALGAPSLLLTGTQLYGRFGSAIAPLGDLDRDGYNDIAVAAPYGGPSGRGQVLVFLGQSEGLRSRPSQVLDSPFPTGSAFGFSLRGAVDIDDNGYPDLIVGAYGANQVAVYRAQPVVKASVQLLVQDSLNPA.... The pIC50 is 4.0.